This data is from NCI-60 drug combinations with 297,098 pairs across 59 cell lines. The task is: Regression. Given two drug SMILES strings and cell line genomic features, predict the synergy score measuring deviation from expected non-interaction effect. (1) Drug 1: C1CCN(CC1)CCOC2=CC=C(C=C2)C(=O)C3=C(SC4=C3C=CC(=C4)O)C5=CC=C(C=C5)O. Drug 2: C1=CN(C(=O)N=C1N)C2C(C(C(O2)CO)O)O.Cl. Cell line: OVCAR-5. Synergy scores: CSS=32.9, Synergy_ZIP=-4.77, Synergy_Bliss=3.15, Synergy_Loewe=-17.6, Synergy_HSA=1.40. (2) Drug 1: CC1C(C(CC(O1)OC2CC(OC(C2O)C)OC3=CC4=CC5=C(C(=O)C(C(C5)C(C(=O)C(C(C)O)O)OC)OC6CC(C(C(O6)C)O)OC7CC(C(C(O7)C)O)OC8CC(C(C(O8)C)O)(C)O)C(=C4C(=C3C)O)O)O)O. Drug 2: C(CC(=O)O)C(=O)CN.Cl. Cell line: OVCAR-5. Synergy scores: CSS=15.1, Synergy_ZIP=-2.18, Synergy_Bliss=0.0747, Synergy_Loewe=-32.9, Synergy_HSA=-1.18. (3) Drug 1: COC1=NC(=NC2=C1N=CN2C3C(C(C(O3)CO)O)O)N. Drug 2: CCN(CC)CCNC(=O)C1=C(NC(=C1C)C=C2C3=C(C=CC(=C3)F)NC2=O)C. Cell line: OVCAR-8. Synergy scores: CSS=-5.42, Synergy_ZIP=2.20, Synergy_Bliss=-0.751, Synergy_Loewe=-4.89, Synergy_HSA=-5.53. (4) Drug 2: CC1=C(N=C(N=C1N)C(CC(=O)N)NCC(C(=O)N)N)C(=O)NC(C(C2=CN=CN2)OC3C(C(C(C(O3)CO)O)O)OC4C(C(C(C(O4)CO)O)OC(=O)N)O)C(=O)NC(C)C(C(C)C(=O)NC(C(C)O)C(=O)NCCC5=NC(=CS5)C6=NC(=CS6)C(=O)NCCC[S+](C)C)O. Drug 1: C1CN1C2=NC(=NC(=N2)N3CC3)N4CC4. Synergy scores: CSS=47.9, Synergy_ZIP=3.57, Synergy_Bliss=4.34, Synergy_Loewe=3.54, Synergy_HSA=8.20. Cell line: SF-295. (5) Drug 1: CC1=CC2C(CCC3(C2CCC3(C(=O)C)OC(=O)C)C)C4(C1=CC(=O)CC4)C. Drug 2: C1=NC2=C(N1)C(=S)N=C(N2)N. Cell line: OVCAR-5. Synergy scores: CSS=39.1, Synergy_ZIP=-0.618, Synergy_Bliss=-1.68, Synergy_Loewe=-25.4, Synergy_HSA=-1.18. (6) Drug 1: C1=CC=C(C=C1)NC(=O)CCCCCCC(=O)NO. Drug 2: CCN(CC)CCNC(=O)C1=C(NC(=C1C)C=C2C3=C(C=CC(=C3)F)NC2=O)C. Cell line: OVCAR-5. Synergy scores: CSS=10.8, Synergy_ZIP=-0.312, Synergy_Bliss=1.80, Synergy_Loewe=-16.2, Synergy_HSA=-0.768. (7) Drug 1: CCCS(=O)(=O)NC1=C(C(=C(C=C1)F)C(=O)C2=CNC3=C2C=C(C=N3)C4=CC=C(C=C4)Cl)F. Drug 2: CC1=C(C(=CC=C1)Cl)NC(=O)C2=CN=C(S2)NC3=CC(=NC(=N3)C)N4CCN(CC4)CCO. Cell line: IGROV1. Synergy scores: CSS=51.8, Synergy_ZIP=24.3, Synergy_Bliss=23.3, Synergy_Loewe=-13.8, Synergy_HSA=23.1. (8) Synergy scores: CSS=6.83, Synergy_ZIP=0.985, Synergy_Bliss=2.58, Synergy_Loewe=-8.04, Synergy_HSA=-1.63. Drug 2: CCN(CC)CCCC(C)NC1=C2C=C(C=CC2=NC3=C1C=CC(=C3)Cl)OC. Drug 1: CC12CCC3C(C1CCC2O)C(CC4=C3C=CC(=C4)O)CCCCCCCCCS(=O)CCCC(C(F)(F)F)(F)F. Cell line: CAKI-1. (9) Drug 1: CN1CCC(CC1)COC2=C(C=C3C(=C2)N=CN=C3NC4=C(C=C(C=C4)Br)F)OC. Drug 2: C1=CC(=CC=C1CCCC(=O)O)N(CCCl)CCCl. Cell line: UO-31. Synergy scores: CSS=29.7, Synergy_ZIP=-8.31, Synergy_Bliss=-0.0209, Synergy_Loewe=-1.22, Synergy_HSA=4.16.